Dataset: Catalyst prediction with 721,799 reactions and 888 catalyst types from USPTO. Task: Predict which catalyst facilitates the given reaction. The catalyst class is: 6. Reactant: [NH2:1][N:2]1[CH2:9][CH:8]2[CH:4]([CH2:5][CH2:6][CH2:7]2)[CH2:3]1.CCN(C(C)C)C(C)C.[CH:19]1([N:22]2[C:27]3[N:28]=[C:29](S(C)(=O)=O)[N:30]=[CH:31][C:26]=3[CH:25]=[C:24]([O:36][C:37]3[CH:42]=[CH:41][CH:40]=[CH:39][C:38]=3[F:43])[C:23]2=[O:44])[CH2:21][CH2:20]1. Product: [F:43][C:38]1[CH:39]=[CH:40][CH:41]=[CH:42][C:37]=1[O:36][C:24]1[C:23](=[O:44])[N:22]([CH:19]2[CH2:21][CH2:20]2)[C:27]2[N:28]=[C:29]([NH:1][N:2]3[CH2:9][CH:8]4[CH:4]([CH2:5][CH2:6][CH2:7]4)[CH2:3]3)[N:30]=[CH:31][C:26]=2[CH:25]=1.